Dataset: Full USPTO retrosynthesis dataset with 1.9M reactions from patents (1976-2016). Task: Predict the reactants needed to synthesize the given product. (1) Given the product [NH2:1][C:2]1[C:3]([C:4]([OH:6])=[O:5])=[C:7]([F:11])[C:8]([Br:12])=[CH:9][CH:10]=1, predict the reactants needed to synthesize it. The reactants are: [NH2:1][C:2]1[CH:10]=[CH:9][CH:8]=[C:7]([F:11])[C:3]=1[C:4]([OH:6])=[O:5].[Br:12]Br. (2) Given the product [CH:4]1[C:3]2[C:8](=[N:9][C:10]3[C:15]([C:2]=2[NH:16][CH:17]([CH3:18])[CH2:19][CH2:20][CH2:21][N:22]([CH2:25][CH3:26])[CH2:23][CH3:24])=[CH:14][CH:13]=[CH:12][CH:11]=3)[CH:7]=[CH:6][CH:5]=1, predict the reactants needed to synthesize it. The reactants are: Cl[C:2]1[C:3]2[C:8]([N:9]=[C:10]3[C:15]=1[CH:14]=[CH:13][CH:12]=[CH:11]3)=[CH:7][CH:6]=[CH:5][CH:4]=2.[NH2:16][CH:17]([CH2:19][CH2:20][CH2:21][N:22]([CH2:25][CH3:26])[CH2:23][CH3:24])[CH3:18].C1(O)C=CC=CC=1.C(N(CC)CC)C.Cl.[OH-].[Na+]. (3) Given the product [O:10]=[C:1]1[C:2]2[CH:8]=[CH:7][CH:6]=[CH:5][C:3]=2[S:4][C:12]([C:14]2[CH:19]=[C:18]([CH2:20][CH2:21][CH2:22][O:23][CH2:24][CH2:25][C:26]([O:28][C:29]([CH3:32])([CH3:31])[CH3:30])=[O:27])[CH:17]=[CH:16][N:15]=2)=[N:13]1, predict the reactants needed to synthesize it. The reactants are: [C:1]([O:10]C)(=O)[C:2]1[C:3](=[CH:5][CH:6]=[CH:7][CH:8]=1)[SH:4].[C:12]([C:14]1[CH:19]=[C:18]([CH2:20][CH2:21][CH2:22][O:23][CH2:24][CH2:25][C:26]([O:28][C:29]([CH3:32])([CH3:31])[CH3:30])=[O:27])[CH:17]=[CH:16][N:15]=1)#[N:13].C(N(CC)CC)C. (4) Given the product [CH3:16][O:15][C:13]1[CH:12]=[CH:11][CH:10]=[C:9]2[C:14]=1[NH:6][CH:7]=[C:8]2[C:24]1[CH:25]=[CH:20][N:21]=[C:22]([NH:26][CH:27]2[CH2:32][C:31]([CH3:34])([CH3:33])[NH:30][C:29]([CH3:36])([CH3:35])[CH2:28]2)[N:23]=1, predict the reactants needed to synthesize it. The reactants are: C([Si](C)(C)[N:6]1[C:14]2[C:9](=[CH:10][CH:11]=[CH:12][C:13]=2[O:15][CH3:16])[CH:8]=[CH:7]1)(C)(C)C.Cl[C:20]1[CH:25]=[CH:24][N:23]=[C:22]([NH:26][CH:27]2[CH2:32][C:31]([CH3:34])([CH3:33])[NH:30][C:29]([CH3:36])([CH3:35])[CH2:28]2)[N:21]=1.CCCC[N+](CCCC)(CCCC)CCCC.[F-]. (5) Given the product [C:34]1([CH3:44])[CH:35]=[CH:36][C:37]([S:40]([OH:43])(=[O:41])=[O:42])=[CH:38][CH:39]=1.[CH:1]1([C:4]([NH:6][C:7]2[N:8]=[C:9]3[CH:14]=[CH:13][C:12]([O:15][C:16]4[CH:17]=[C:18]([NH:22][C:23]([C:25]5[N:29]([CH3:30])[N:28]=[C:27]([CH3:31])[CH:26]=5)=[O:24])[CH:19]=[CH:20][CH:21]=4)=[CH:11][N:10]3[CH:32]=2)=[O:5])[CH2:3][CH2:2]1, predict the reactants needed to synthesize it. The reactants are: [CH:1]1([C:4]([NH:6][C:7]2[N:8]=[C:9]3[CH:14]=[CH:13][C:12]([O:15][C:16]4[CH:17]=[C:18]([NH:22][C:23]([C:25]5[N:29]([CH3:30])[N:28]=[C:27]([CH3:31])[CH:26]=5)=[O:24])[CH:19]=[CH:20][CH:21]=4)=[CH:11][N:10]3[CH:32]=2)=[O:5])[CH2:3][CH2:2]1.O.[C:34]1([CH3:44])[CH:39]=[CH:38][C:37]([S:40]([OH:43])(=[O:42])=[O:41])=[CH:36][CH:35]=1. (6) Given the product [CH3:37][O:39][C:36]1[CH:35]=[CH:34][CH:33]=[CH:32][C:31]=1/[C:29](=[N:2]/[NH:1][C:3](=[O:25])[CH:4]([NH:16][C:17](=[O:24])[C:18]1[CH:23]=[CH:22][CH:21]=[CH:20][CH:19]=1)[C:5]1[C:14]2[C:9](=[CH:10][CH:11]=[CH:12][CH:13]=2)[C:8](=[O:15])[NH:7][N:6]=1)/[CH3:28], predict the reactants needed to synthesize it. The reactants are: [NH:1]([C:3](=[O:25])[CH:4]([NH:16][C:17](=[O:24])[C:18]1[CH:23]=[CH:22][CH:21]=[CH:20][CH:19]=1)[C:5]1[C:14]2[C:9](=[CH:10][CH:11]=[CH:12][CH:13]=2)[C:8](=[O:15])[NH:7][N:6]=1)[NH2:2].CO[CH2:28][C:29]([C:31]1[CH:36]=[CH:35][CH:34]=[CH:33][CH:32]=1)=O.[C:37](O)(=[O:39])C. (7) Given the product [CH3:26][O:27][C:28]1[CH:35]=[C:34]([O:36][CH2:37][O:38][CH2:39][CH2:40][O:41][CH3:42])[CH:33]=[CH:32][C:29]=1[CH:30]=[CH2:1], predict the reactants needed to synthesize it. The reactants are: [CH2:1]([Li])CCC.C[P+](C1C=CC=CC=1)(C1C=CC=CC=1)C1C=CC=CC=1.[CH3:26][O:27][C:28]1[CH:35]=[C:34]([O:36][CH2:37][O:38][CH2:39][CH2:40][O:41][CH3:42])[CH:33]=[CH:32][C:29]=1[CH:30]=O.O. (8) The reactants are: [NH2:1][C:2]1[CH:7]=[CH:6][C:5]([C:8]2[NH:12][N:11]=[C:10]([C:13]([F:22])([F:21])[C:14]([F:20])([F:19])[C:15]([O:17]C)=O)[N:9]=2)=[CH:4][CH:3]=1.[CH3:23][NH2:24]. Given the product [NH2:1][C:2]1[CH:3]=[CH:4][C:5]([C:8]2[NH:12][N:11]=[C:10]([C:13]([F:22])([F:21])[C:14]([F:20])([F:19])[C:15]([NH:24][CH3:23])=[O:17])[N:9]=2)=[CH:6][CH:7]=1, predict the reactants needed to synthesize it. (9) Given the product [NH2:1][C:2]1[N:7]=[CH:6][N:5]=[C:4]([NH:8][C@H:9]([C:11]2[N:16]([C:17]3[CH:22]=[CH:21][CH:20]=[CH:19][CH:18]=3)[C:15](=[O:23])[C:14]3=[CH:24][CH:25]=[CH:26][N:13]3[N:12]=2)[CH3:10])[C:3]=1[C:37]1[CH:42]=[N:41][C:40]([NH2:43])=[CH:39][CH:38]=1, predict the reactants needed to synthesize it. The reactants are: [NH2:1][C:2]1[N:7]=[CH:6][N:5]=[C:4]([NH:8][C@H:9]([C:11]2[N:16]([C:17]3[CH:22]=[CH:21][CH:20]=[CH:19][CH:18]=3)[C:15](=[O:23])[C:14]3=[C:24](C)[CH:25]=[CH:26][N:13]3[N:12]=2)[CH3:10])[C:3]=1I.CC1(C)C(C)(C)OB([C:37]2[CH:38]=[CH:39][C:40]([NH2:43])=[N:41][CH:42]=2)O1.C(=O)([O-])[O-].[Na+].[Na+]. (10) Given the product [NH2:7][C:8]1[CH:9]=[CH:10][C:2]([Cl:1])=[CH:3][C:4]=1[CH2:5][C:6]([O-:11])=[O:14].[NH2:7][C:8]1[CH:9]=[CH:10][C:2]([Cl:1])=[CH:3][C:4]=1[CH2:5][C:6]([O-:11])=[O:14].[Ba+2:12], predict the reactants needed to synthesize it. The reactants are: [Cl:1][C:2]1[CH:3]=[C:4]2[C:8](=[CH:9][CH:10]=1)[NH:7][C:6](=[O:11])[CH2:5]2.[Ba:12].Cl.[OH2:14].